This data is from Catalyst prediction with 721,799 reactions and 888 catalyst types from USPTO. The task is: Predict which catalyst facilitates the given reaction. Reactant: [Cl:1][C:2]1[CH:8]=[C:7]([O:9][C:10]2[C:11]3[N:18]([CH3:19])[CH:17]=[CH:16][C:12]=3[N:13]=[CH:14][N:15]=2)[CH:6]=[CH:5][C:3]=1[NH2:4].N1C=CC=CC=1.Cl[C:27](OC1C=CC=CC=1)=[O:28].[C:36]([C:40]1[CH:41]=[C:42]([CH:44]=[CH:45][CH:46]=1)[NH2:43])([CH3:39])([CH3:38])[CH3:37]. Product: [C:36]([C:40]1[CH:41]=[C:42]([NH:43][C:27]([NH:4][C:3]2[CH:5]=[CH:6][C:7]([O:9][C:10]3[C:11]4[N:18]([CH3:19])[CH:17]=[CH:16][C:12]=4[N:13]=[CH:14][N:15]=3)=[CH:8][C:2]=2[Cl:1])=[O:28])[CH:44]=[CH:45][CH:46]=1)([CH3:39])([CH3:37])[CH3:38]. The catalyst class is: 80.